Dataset: hERG potassium channel inhibition data for cardiac toxicity prediction from Karim et al.. Task: Regression/Classification. Given a drug SMILES string, predict its toxicity properties. Task type varies by dataset: regression for continuous values (e.g., LD50, hERG inhibition percentage) or binary classification for toxic/non-toxic outcomes (e.g., AMES mutagenicity, cardiotoxicity, hepatotoxicity). Dataset: herg_karim. (1) The drug is O=C1CCCN1C1CCN(CCc2ccc(Oc3nc4ccccc4s3)cc2)CC1. The result is 1 (blocker). (2) The drug is CC(C)N1CCN(CCN2CCN(c3cccc(Cl)c3F)C2=O)CC1. The result is 0 (non-blocker). (3) The drug is CN(C)C(=O)[C@@H](c1ccc(-c2ccn3nccc3n2)cc1)[C@H]([NH3+])C(=O)N1CCC(F)(F)C1. The result is 0 (non-blocker). (4) The compound is O=C(OCc1ccccc1)N1CCC(CNc2nccs2)CC1. The result is 1 (blocker).